This data is from Catalyst prediction with 721,799 reactions and 888 catalyst types from USPTO. The task is: Predict which catalyst facilitates the given reaction. Reactant: [C:1]1([C:7]2[CH:11]=[C:10]([C:12]3[CH:17]=[CH:16][CH:15]=[CH:14][CH:13]=3)[NH:9][N:8]=2)[CH:6]=[CH:5][CH:4]=[CH:3][CH:2]=1.[H-].[Na+].Cl[C:21]1[CH:26]=[CH:25][N:24]=[C:23]([S:27][CH3:28])[N:22]=1.O. Product: [C:1]1([C:7]2[CH:11]=[C:10]([C:12]3[CH:17]=[CH:16][CH:15]=[CH:14][CH:13]=3)[N:9]([C:21]3[CH:26]=[CH:25][N:24]=[C:23]([S:27][CH3:28])[N:22]=3)[N:8]=2)[CH:6]=[CH:5][CH:4]=[CH:3][CH:2]=1. The catalyst class is: 9.